Dataset: Reaction yield outcomes from USPTO patents with 853,638 reactions. Task: Predict the reaction yield, written as a fraction of the theoretical maximum amount of product (1.0 means a 100% yield; for example, 0.34 means a 34% yield). The reactants are [C:1]([C:3]1[C:4]([C:20]([F:23])([F:22])[F:21])=[C:5]2[C:9](=[CH:10][CH:11]=1)[N:8]([CH2:12][C:13](=[NH:16])[NH:14][OH:15])[C:7]([CH2:17][CH2:18][CH3:19])=[CH:6]2)#[N:2].[CH3:24][S:25][C:26]1[CH:34]=[CH:33][CH:32]=[CH:31][C:27]=1[C:28](O)=O.CN(C(ON1N=NC2C=CC=NC1=2)=[N+](C)C)C.F[P-](F)(F)(F)(F)F.C(N(CC)CC)C. The catalyst is CN(C=O)C. The product is [CH3:24][S:25][C:26]1[CH:34]=[CH:33][CH:32]=[CH:31][C:27]=1[C:28]1[O:15][N:14]=[C:13]([CH2:12][N:8]2[C:9]3[C:5](=[C:4]([C:20]([F:22])([F:23])[F:21])[C:3]([C:1]#[N:2])=[CH:11][CH:10]=3)[CH:6]=[C:7]2[CH2:17][CH2:18][CH3:19])[N:16]=1. The yield is 0.300.